This data is from Forward reaction prediction with 1.9M reactions from USPTO patents (1976-2016). The task is: Predict the product of the given reaction. (1) Given the reactants [F:1][C:2]1[C:7]([F:8])=[CH:6][CH:5]=[CH:4][C:3]=1[C@:9]([NH:19][S@@:20]([C:22]([CH3:25])([CH3:24])[CH3:23])=[O:21])([CH3:18])[CH2:10][C:11](OC(C)(C)C)=[O:12].[BH4-].[Li+].CO, predict the reaction product. The product is: [F:1][C:2]1[C:7]([F:8])=[CH:6][CH:5]=[CH:4][C:3]=1[C@@:9]([NH:19][S@@:20]([C:22]([CH3:25])([CH3:24])[CH3:23])=[O:21])([CH2:10][CH2:11][OH:12])[CH3:18]. (2) Given the reactants [CH3:1][O:2][C:3]1[C:4]([NH2:9])=[N:5][CH:6]=[CH:7][CH:8]=1.[Br:10]Br, predict the reaction product. The product is: [Br:10][C:7]1[CH:8]=[C:3]([O:2][CH3:1])[C:4]([NH2:9])=[N:5][CH:6]=1.